Predict the product of the given reaction. From a dataset of Forward reaction prediction with 1.9M reactions from USPTO patents (1976-2016). (1) Given the reactants [F:1][C:2]1[CH:3]=[C:4]([N:14]2[CH2:18][C@H:17]([CH2:19][NH:20][C:21](=[O:25])[CH:22]([F:24])[F:23])[O:16][C:15]2=[O:26])[CH:5]=[CH:6][C:7]=1[N:8]1[CH2:13][CH2:12][NH:11][CH2:10][CH2:9]1.C(N(C(C)C)C(C)C)C.Br[C:37]1[S:41][C:40]([N+:42]([O-:44])=[O:43])=[CH:39][CH:38]=1, predict the reaction product. The product is: [F:1][C:2]1[CH:3]=[C:4]([N:14]2[CH2:18][C@H:17]([CH2:19][NH:20][C:21](=[O:25])[CH:22]([F:24])[F:23])[O:16][C:15]2=[O:26])[CH:5]=[CH:6][C:7]=1[N:8]1[CH2:9][CH2:10][N:11]([C:37]2[S:41][C:40]([N+:42]([O-:44])=[O:43])=[CH:39][CH:38]=2)[CH2:12][CH2:13]1. (2) Given the reactants [CH:1]([C:4]1[N:5]=[C:6]([CH2:9][OH:10])[S:7][CH:8]=1)([CH3:3])[CH3:2].[Cr](O[Cr]([O-])(=O)=O)([O-])(=O)=O.[NH+]1C=CC=CC=1.[NH+]1C=CC=CC=1, predict the reaction product. The product is: [CH:1]([C:4]1[N:5]=[C:6]([CH:9]=[O:10])[S:7][CH:8]=1)([CH3:3])[CH3:2]. (3) Given the reactants [Cl:1][C:2]1[CH:21]=[CH:20][C:5]([O:6][C@@H:7]([C:14]2[CH:19]=[CH:18][CH:17]=[CH:16][CH:15]=2)[C@H:8]2[O:13][CH2:12][CH2:11][NH:10][CH2:9]2)=[C:4]([O:22][CH3:23])[CH:3]=1.[CH2:24]([S:30]([OH:33])(=[O:32])=[O:31])[CH2:25][S:26]([OH:29])(=[O:28])=[O:27].N#N, predict the reaction product. The product is: [S:26]([CH2:25][CH2:24][S:30]([OH:33])(=[O:32])=[O:31])([OH:29])(=[O:28])=[O:27].[Cl:1][C:2]1[CH:21]=[CH:20][C:5]([O:6][C@@H:7]([C:14]2[CH:19]=[CH:18][CH:17]=[CH:16][CH:15]=2)[C@H:8]2[O:13][CH2:12][CH2:11][NH:10][CH2:9]2)=[C:4]([O:22][CH3:23])[CH:3]=1. (4) The product is: [NH2:1][C:2]1[C:7]2[N:8]=[C:9]([CH2:31][CH2:32][CH3:33])[N:10]([CH2:11][CH2:12][CH2:13][CH2:14][NH:15][OH:23])[C:6]=2[C:5]([CH3:34])=[C:4]([CH3:35])[N:3]=1. Given the reactants [NH2:1][C:2]1[C:7]2[N:8]=[C:9]([CH2:31][CH2:32][CH3:33])[N:10]([CH2:11][CH2:12][CH2:13][CH2:14][N:15]([O:23]C(OC(C)(C)C)=O)C(=O)OC(C)(C)C)[C:6]=2[C:5]([CH3:34])=[C:4]([CH3:35])[N:3]=1.Cl.O1CCOCC1, predict the reaction product. (5) Given the reactants [CH3:1][C:2]1[C:3]([CH2:14][S:15]([C:17]2[NH:21][C:20]3[CH:22]=[CH:23][CH:24]=[CH:25][C:19]=3[N:18]=2)=[O:16])=[N:4][CH:5]=[CH:6][C:7]=1[O:8][CH2:9][C:10]([F:13])([F:12])[F:11].[H-].[Na+].[N+:28]([C:31]1[CH:32]=[C:33]([S:37]([CH2:40][CH2:41][O:42][C:43](=[O:65])[CH2:44][CH2:45][CH2:46][NH:47][C:48](=[O:64])[CH2:49][O:50][C:51]2[CH:56]=[CH:55][C:54]([S:57](Cl)(=[O:59])=[O:58])=[C:53]([CH:61]([CH3:63])[CH3:62])[CH:52]=2)(=[O:39])=[O:38])[CH:34]=[CH:35][CH:36]=1)([O-:30])=[O:29].O, predict the reaction product. The product is: [N+:28]([C:31]1[CH:32]=[C:33]([S:37]([CH2:40][CH2:41][O:42][C:43](=[O:65])[CH2:44][CH2:45][CH2:46][NH:47][C:48](=[O:64])[CH2:49][O:50][C:51]2[CH:56]=[CH:55][C:54]([S:57]([N:21]3[C:20]4[CH:22]=[CH:23][CH:24]=[CH:25][C:19]=4[N:18]=[C:17]3[S:15]([CH2:14][C:3]3[C:2]([CH3:1])=[C:7]([O:8][CH2:9][C:10]([F:13])([F:11])[F:12])[CH:6]=[CH:5][N:4]=3)=[O:16])(=[O:59])=[O:58])=[C:53]([CH:61]([CH3:62])[CH3:63])[CH:52]=2)(=[O:38])=[O:39])[CH:34]=[CH:35][CH:36]=1)([O-:30])=[O:29]. (6) The product is: [CH3:3][CH:2]([CH:4]1[NH:28][C:26](=[O:27])[CH:25]([CH2:29][CH2:30][CH2:31][CH2:32][NH2:33])[NH:24][C:22](=[O:23])[CH:21]([CH2:34][C:35]2[C:43]3[C:38](=[CH:39][CH:40]=[CH:41][CH:42]=3)[NH:37][CH:36]=2)[NH:20][C:18](=[O:19])[CH:17]([CH2:44][C:45]2[CH:46]=[CH:47][C:48]([OH:51])=[CH:49][CH:50]=2)[NH:16][C:14](=[O:15])[CH:13]([NH:52][C:53]([CH:55]([NH2:67])[CH2:56][C:57]2[CH:66]=[CH:65][C:64]3[C:59](=[CH:60][CH:61]=[CH:62][CH:63]=3)[CH:58]=2)=[O:54])[CH2:12][S:11][S:10][CH2:9][CH:8]([C:68]([NH:70][CH:71]([C:75]([NH2:77])=[O:76])[CH:72]([OH:74])[CH3:73])=[O:69])[NH:7][C:5]1=[O:6])[CH3:1].[CH3:78][CH2:79][NH:80][C:81]([N:83]([C:90]([C@H:92]1[CH2:107][N:106]([CH2:108][CH:109]=[CH2:110])[C@H:105]2[C@@H:94]([C:95]3[C:100]4[C:101]([CH2:104]2)=[CH:102][NH:103][C:99]=4[CH:98]=[CH:97][CH:96]=3)[CH2:93]1)=[O:91])[CH2:84][CH2:85][CH2:86][N:87]([CH3:89])[CH3:88])=[O:82]. Given the reactants [CH3:1][CH:2]([CH:4]1[NH:28][C:26](=[O:27])[CH:25]([CH2:29][CH2:30][CH2:31][CH2:32][NH2:33])[NH:24][C:22](=[O:23])[CH:21]([CH2:34][C:35]2[C:43]3[C:38](=[CH:39][CH:40]=[CH:41][CH:42]=3)[NH:37][CH:36]=2)[NH:20][C:18](=[O:19])[CH:17]([CH2:44][C:45]2[CH:50]=[CH:49][C:48]([OH:51])=[CH:47][CH:46]=2)[NH:16][C:14](=[O:15])[CH:13]([NH:52][C:53]([CH:55]([NH2:67])[CH2:56][C:57]2[CH:66]=[CH:65][C:64]3[C:59](=[CH:60][CH:61]=[CH:62][CH:63]=3)[CH:58]=2)=[O:54])[CH2:12][S:11][S:10][CH2:9][CH:8]([C:68]([NH:70][CH:71]([C:75]([NH2:77])=[O:76])[CH:72]([OH:74])[CH3:73])=[O:69])[NH:7][C:5]1=[O:6])[CH3:3].[CH3:78][CH2:79][NH:80][C:81]([N:83]([C:90]([C@H:92]1[CH2:107][N:106]([CH2:108][CH:109]=[CH2:110])[C@H:105]2[C@@H:94]([C:95]3[C:100]4[C:101]([CH2:104]2)=[CH:102][NH:103][C:99]=4[CH:98]=[CH:97][CH:96]=3)[CH2:93]1)=[O:91])[CH2:84][CH2:85][CH2:86][N:87]([CH3:89])[CH3:88])=[O:82], predict the reaction product.